Task: Predict the product of the given reaction.. Dataset: Forward reaction prediction with 1.9M reactions from USPTO patents (1976-2016) (1) Given the reactants [C:1]([OH:9])(=O)[C:2]1[CH:7]=[CH:6][CH:5]=[N:4][CH:3]=1.S(Cl)([Cl:12])=O, predict the reaction product. The product is: [C:1]([Cl:12])(=[O:9])[C:2]1[CH:7]=[CH:6][CH:5]=[N:4][CH:3]=1. (2) Given the reactants ClC(Cl)(Cl)C(=N)O[C:5]([C:8]1[CH:13]=[CH:12][CH:11]=[CH:10][CH:9]=1)([CH3:7])[CH3:6].[CH:17]1[C:29]2[CH:28]([CH2:30][O:31][C:32]([NH:34][C@@H:35]([CH2:39][C:40]([O:42][CH2:43][CH:44]=[CH2:45])=[O:41])[C:36]([OH:38])=[O:37])=[O:33])[C:27]3[C:22](=[CH:23][CH:24]=[CH:25][CH:26]=3)[C:21]=2[CH:20]=[CH:19][CH:18]=1, predict the reaction product. The product is: [CH:26]1[C:27]2[CH:28]([CH2:30][O:31][C:32]([NH:34][C@@H:35]([CH2:39][C:40]([O:42][CH2:43][CH:44]=[CH2:45])=[O:41])[C:36]([O:38][C:5]([C:8]3[CH:13]=[CH:12][CH:11]=[CH:10][CH:9]=3)([CH3:7])[CH3:6])=[O:37])=[O:33])[C:29]3[C:21](=[CH:20][CH:19]=[CH:18][CH:17]=3)[C:22]=2[CH:23]=[CH:24][CH:25]=1. (3) Given the reactants [C:1]([O:5][C:6]([NH:8][CH:9]([CH2:13][CH:14]([CH3:16])[CH3:15])[C:10]([OH:12])=O)=[O:7])([CH3:4])([CH3:3])[CH3:2].Cl.[NH2:18][CH2:19][C:20]#[N:21].C1CN([P+](ON2N=NC3C=CC=CC2=3)(N2CCCC2)N2CCCC2)CC1.F[P-](F)(F)(F)(F)F.C(N(CC)CC)C, predict the reaction product. The product is: [C:19]([CH2:20][NH:21][C:10]([CH:9]([NH:8][C:6](=[O:7])[O:5][C:1]([CH3:2])([CH3:3])[CH3:4])[CH2:13][CH:14]([CH3:16])[CH3:15])=[O:12])#[N:18]. (4) The product is: [C:3]([C:5]1[CH:6]=[CH:7][C:8]([C:11]2[N:15]([C:16]3[CH:17]=[N:18][CH:19]=[CH:20][CH:21]=3)[N:14]=[C:13]([C:22]([N:24]3[CH2:25][CH2:26][CH:27]([F:30])[CH2:28][CH2:29]3)=[O:23])[CH:12]=2)=[N:9][CH:10]=1)(=[O:1])[NH2:4]. Given the reactants [OH-:1].[Na+].[C:3]([C:5]1[CH:6]=[CH:7][C:8]([C:11]2[N:15]([C:16]3[CH:17]=[N:18][CH:19]=[CH:20][CH:21]=3)[N:14]=[C:13]([C:22]([N:24]3[CH2:29][CH2:28][CH:27]([F:30])[CH2:26][CH2:25]3)=[O:23])[CH:12]=2)=[N:9][CH:10]=1)#[N:4].CO, predict the reaction product. (5) Given the reactants [CH2:1]1COCC1.[CH:6]([C:8]1[CH:9]=[C:10](/[CH:19]=[CH:20]/[C:21]([NH:23][CH:24]2[C:32]3[C:27](=[CH:28][CH:29]=[CH:30][CH:31]=3)[CH2:26][CH2:25]2)=[O:22])[CH:11]=[CH:12][C:13]=1[N:14]1[CH:18]=[CH:17][N:16]=[CH:15]1)=[O:7].C[Mg]Br.O.[Cl-].[NH4+], predict the reaction product. The product is: [OH:7][CH:6]([C:8]1[CH:9]=[C:10](/[CH:19]=[CH:20]/[C:21]([NH:23][CH:24]2[C:32]3[C:27](=[CH:28][CH:29]=[CH:30][CH:31]=3)[CH2:26][CH2:25]2)=[O:22])[CH:11]=[CH:12][C:13]=1[N:14]1[CH:18]=[CH:17][N:16]=[CH:15]1)[CH3:1]. (6) Given the reactants COC(C1C=C(NS(C2C=CC(C)=CC=2)(=O)=O)C2C(=C(OCC3C=CC=CC=3)C=CC=2)N=1)=O.[CH3:34][O:35][C:36]([C:38]1[CH:47]=[C:46]([OH:48])[C:45]2[C:40](=[C:41]([O:55]CC3C=CC=CC=3)[CH:42]=[CH:43][C:44]=2[C:49]2[CH:54]=[CH:53][CH:52]=[CH:51][CH:50]=2)[N:39]=1)=[O:37], predict the reaction product. The product is: [CH3:34][O:35][C:36]([C:38]1[CH:47]=[C:46]([OH:48])[C:45]2[C:40](=[C:41]([OH:55])[CH:42]=[CH:43][C:44]=2[C:49]2[CH:50]=[CH:51][CH:52]=[CH:53][CH:54]=2)[N:39]=1)=[O:37].